This data is from Peptide-MHC class I binding affinity with 185,985 pairs from IEDB/IMGT. The task is: Regression. Given a peptide amino acid sequence and an MHC pseudo amino acid sequence, predict their binding affinity value. This is MHC class I binding data. (1) The peptide sequence is KFGKNHIHR. The MHC is HLA-A03:01 with pseudo-sequence HLA-A03:01. The binding affinity (normalized) is 0.130. (2) The peptide sequence is AVVSLLRLLK. The MHC is HLA-A30:01 with pseudo-sequence HLA-A30:01. The binding affinity (normalized) is 0.807. (3) The peptide sequence is TFFSYLMKDK. The MHC is HLA-B07:02 with pseudo-sequence HLA-B07:02. The binding affinity (normalized) is 0.104. (4) The peptide sequence is QQRPDLILV. The MHC is HLA-B14:02 with pseudo-sequence HLA-B14:02. The binding affinity (normalized) is 0.213. (5) The peptide sequence is HYPYRLWHY. The MHC is HLA-A29:02 with pseudo-sequence HLA-A29:02. The binding affinity (normalized) is 0.306. (6) The peptide sequence is KPYTAGNKV. The MHC is HLA-B51:01 with pseudo-sequence HLA-B51:01. The binding affinity (normalized) is 0.785. (7) The peptide sequence is FNILGGWV. The MHC is H-2-Kb with pseudo-sequence H-2-Kb. The binding affinity (normalized) is 0.0306. (8) The peptide sequence is QQLEADYTF. The MHC is HLA-B58:01 with pseudo-sequence HLA-B58:01. The binding affinity (normalized) is 0.0847.